Dataset: Catalyst prediction with 721,799 reactions and 888 catalyst types from USPTO. Task: Predict which catalyst facilitates the given reaction. (1) Reactant: [OH:1][C:2]([C:5]([OH:8])([CH3:7])[CH3:6])([CH3:4])[CH3:3].[CH2:9]([O:16][C:17]1[CH:22]=[CH:21][C:20]([C:23]([F:26])([F:25])[F:24])=[CH:19][C:18]=1[B:27](O)O)[C:10]1[CH:15]=[CH:14][CH:13]=[CH:12][CH:11]=1. Product: [CH3:3][C:2]1([CH3:4])[C:5]([CH3:7])([CH3:6])[O:8][B:27]([C:18]2[CH:19]=[C:20]([C:23]([F:26])([F:25])[F:24])[CH:21]=[CH:22][C:17]=2[O:16][CH2:9][C:10]2[CH:11]=[CH:12][CH:13]=[CH:14][CH:15]=2)[O:1]1. The catalyst class is: 27. (2) Reactant: [CH3:1][O:2][C:3]1[CH:8]=[CH:7][C:6]([C:9]2([N:23]([CH3:25])[CH3:24])[CH2:14][CH2:13][C:12]([NH:21][CH3:22])([C:15]3[CH:20]=[CH:19][CH:18]=[CH:17][CH:16]=3)[CH2:11][CH2:10]2)=[CH:5][CH:4]=1.C=O.[C:28](B)#N.[Na].C(O)(=O)C. Product: [CH3:22][N:21]([CH3:28])[C:12]1([C:15]2[CH:16]=[CH:17][CH:18]=[CH:19][CH:20]=2)[CH2:11][CH2:10][C:9]([N:23]([CH3:25])[CH3:24])([C:6]2[CH:5]=[CH:4][C:3]([O:2][CH3:1])=[CH:8][CH:7]=2)[CH2:14][CH2:13]1. The catalyst class is: 10. (3) Reactant: [CH3:1][C:2]1[N:7]=[C:6]([C:8]2[CH:13]=[CH:12][CH:11]=[C:10]([C:14]3[CH:15]=[C:16]([S:20](Cl)(=[O:22])=[O:21])[CH:17]=[CH:18][CH:19]=3)[N:9]=2)[CH:5]=[C:4]([C:24]2[CH:29]=[CH:28][C:27]([C:30]([F:33])([F:32])[F:31])=[CH:26][CH:25]=2)[CH:3]=1.[NH2:34][C:35]([CH3:39])([CH3:38])[CH2:36][OH:37]. Product: [OH:37][CH2:36][C:35]([NH:34][S:20]([C:16]1[CH:17]=[CH:18][CH:19]=[C:14]([C:10]2[N:9]=[C:8]([C:6]3[CH:5]=[C:4]([C:24]4[CH:29]=[CH:28][C:27]([C:30]([F:33])([F:31])[F:32])=[CH:26][CH:25]=4)[CH:3]=[C:2]([CH3:1])[N:7]=3)[CH:13]=[CH:12][CH:11]=2)[CH:15]=1)(=[O:22])=[O:21])([CH3:39])[CH3:38]. The catalyst class is: 49. (4) Reactant: [CH2:1]([O:4][C:5](=[O:38])[C@@H:6]([NH:25][C:26](=[O:37])[C:27]1[C:32]([F:33])=[CH:31][C:30]([C:34]#[N:35])=[CH:29][C:28]=1[F:36])[CH2:7][C:8]1[CH:13]=[CH:12][C:11]([C:14]2[C:15](=[O:24])[N:16]([CH3:23])[C:17](=[O:22])[N:18]([CH3:21])[C:19]=2[CH3:20])=[CH:10][CH:9]=1)[CH2:2][CH3:3]. Product: [CH2:1]([O:4][C:5](=[O:38])[C@@H:6]([NH:25][C:26](=[O:37])[C:27]1[C:28]([F:36])=[CH:29][C:30]([CH2:34][NH:35][CH2:34][C:30]2[CH:29]=[C:28]([F:36])[C:27]([C:26](=[O:37])[NH:25][C@H:6]([C:5]([O:4][CH2:1][CH2:2][CH3:3])=[O:38])[CH2:7][C:8]3[CH:9]=[CH:10][C:11]([C:14]4[C:15](=[O:24])[N:16]([CH3:23])[C:17](=[O:22])[N:18]([CH3:21])[C:19]=4[CH3:20])=[CH:12][CH:13]=3)=[C:32]([F:33])[CH:31]=2)=[CH:31][C:32]=1[F:33])[CH2:7][C:8]1[CH:9]=[CH:10][C:11]([C:14]2[C:15](=[O:24])[N:16]([CH3:23])[C:17](=[O:22])[N:18]([CH3:21])[C:19]=2[CH3:20])=[CH:12][CH:13]=1)[CH2:2][CH3:3]. The catalyst class is: 259. (5) Reactant: [F:1][C:2]1[CH:7]=[CH:6][C:5]([C@@H:8]2[NH:25][C:12]3[NH:13][C:14](=[O:24])[N:15]([C:18]4[CH:23]=[CH:22][CH:21]=[CH:20][CH:19]=4)[C:16](=[O:17])[C:11]=3[C:10](=[O:26])[CH2:9]2)=[CH:4][CH:3]=1.[Li+].[BH4-]. Product: [F:1][C:2]1[CH:7]=[CH:6][C:5]([C@@H:8]2[NH:25][C:12]3[NH:13][C:14](=[O:24])[N:15]([C:18]4[CH:23]=[CH:22][CH:21]=[CH:20][CH:19]=4)[C:16](=[O:17])[C:11]=3[CH:10]([OH:26])[CH2:9]2)=[CH:4][CH:3]=1. The catalyst class is: 1.